This data is from Catalyst prediction with 721,799 reactions and 888 catalyst types from USPTO. The task is: Predict which catalyst facilitates the given reaction. (1) Reactant: [C:1]([O:5][C:6]([NH:8][C@H:9]1[CH2:13][CH2:12][C@H:11]([C:14]([OH:16])=O)[CH2:10]1)=[O:7])([CH3:4])([CH3:3])[CH3:2].F[P-](F)(F)(F)(F)F.CN(C)C(O)=[N+](C)C.[C:32]1([CH2:38][C:39]([NH:41][NH2:42])=[O:40])[CH:37]=[CH:36][CH:35]=[CH:34][CH:33]=1.C(OCC)(=O)C. Product: [C:32]1([CH2:38][C:39]([NH:41][NH:42][C:14]([C@H:11]2[CH2:12][CH2:13][C@H:9]([NH:8][C:6](=[O:7])[O:5][C:1]([CH3:2])([CH3:3])[CH3:4])[CH2:10]2)=[O:16])=[O:40])[CH:37]=[CH:36][CH:35]=[CH:34][CH:33]=1. The catalyst class is: 2. (2) Reactant: C(Cl)CCl.[NH2:5][C:6]1[N:11]=[CH:10][C:9](/[CH:12]=[CH:13]/[C:14]([OH:16])=O)=[CH:8][CH:7]=1.[CH3:17][NH:18][CH2:19][C:20]1[S:27][C:23]2[S:24][CH:25]=[CH:26][C:22]=2[CH:21]=1.C1C=CC2N(O)N=NC=2C=1.O.CCN(CC)CC. Product: [NH2:5][C:6]1[N:11]=[CH:10][C:9](/[CH:12]=[CH:13]/[C:14]([N:18]([CH3:17])[CH2:19][C:20]2[S:27][C:23]3[S:24][CH:25]=[CH:26][C:22]=3[CH:21]=2)=[O:16])=[CH:8][CH:7]=1. The catalyst class is: 3. (3) Reactant: S(Cl)([Cl:3])=O.[NH2:5][C:6]1[N:11]=[C:10]([CH3:12])[C:9]([CH2:13][C:14]2[CH:15]=[C:16]([CH2:20]O)[CH:17]=[CH:18][CH:19]=2)=[C:8]([NH:22][CH2:23][CH2:24][CH2:25][CH2:26][CH3:27])[N:7]=1. Product: [Cl:3][CH2:20][C:16]1[CH:15]=[C:14]([CH:19]=[CH:18][CH:17]=1)[CH2:13][C:9]1[C:8]([NH:22][CH2:23][CH2:24][CH2:25][CH2:26][CH3:27])=[N:7][C:6]([NH2:5])=[N:11][C:10]=1[CH3:12]. The catalyst class is: 2. (4) Reactant: [O:1]=[C:2]([OH:14])[C@@H:3]([C@H:5]([C@H:7]([C@@H:9]([C:11]([OH:13])=[O:12])[OH:10])[OH:8])[OH:6])[OH:4].[CH3:15][NH:16][C@@H:17]([CH2:19]/[CH:20]=[CH:21]/[C:22]1[CH:23]=[N:24][CH:25]=[CH:26][CH:27]=1)[CH3:18].CC(O)C. Product: [O:1]=[C:2]([OH:14])[C@@H:3]([C@H:5]([C@H:7]([C@@H:9]([C:11]([OH:13])=[O:12])[OH:10])[OH:8])[OH:6])[OH:4].[CH3:15][NH:16][C@@H:17]([CH2:19]/[CH:20]=[CH:21]/[C:22]1[CH:23]=[N:24][CH:25]=[CH:26][CH:27]=1)[CH3:18].[CH3:15][NH:16][C@@H:17]([CH2:19]/[CH:20]=[CH:21]/[C:22]1[CH:23]=[N:24][CH:25]=[CH:26][CH:27]=1)[CH3:18]. The catalyst class is: 6. (5) Reactant: [BH4-].[Na+].[C:3]([O:7][C:8]([NH:10][C@H:11]([CH2:22][C:23]([O:25][C:26]([CH3:29])([CH3:28])[CH3:27])=[O:24])[C:12](ON1C(=O)CCC1=O)=[O:13])=[O:9])([CH3:6])([CH3:5])[CH3:4].[Cl-].[NH4+]. Product: [C:3]([O:7][C:8]([NH:10][C@@H:11]([CH2:12][OH:13])[CH2:22][C:23]([O:25][C:26]([CH3:29])([CH3:28])[CH3:27])=[O:24])=[O:9])([CH3:5])([CH3:4])[CH3:6]. The catalyst class is: 20. (6) Reactant: C(N(S(F)(F)F)CC)C.[Cl:10][C:11]1[CH:12]=[CH:13][C:14]([C:41]#[N:42])=[C:15]([C:17]2[C:22]([O:23][CH3:24])=[CH:21][N:20]([CH:25]([CH:33](O)[CH:34]3[CH2:38][CH2:37][O:36][CH2:35]3)[C:26]([O:28][C:29]([CH3:32])([CH3:31])[CH3:30])=[O:27])[C:19](=[O:40])[CH:18]=2)[CH:16]=1.C(=O)(O)[O-].[Na+]. Product: [Cl:10][C:11]1[CH:12]=[CH:13][C:14]([C:41]#[N:42])=[C:15]([C:17]2[C:22]([O:23][CH3:24])=[CH:21][N:20]([C:25](=[CH:33][CH:34]3[CH2:38][CH2:37][O:36][CH2:35]3)[C:26]([O:28][C:29]([CH3:31])([CH3:30])[CH3:32])=[O:27])[C:19](=[O:40])[CH:18]=2)[CH:16]=1. The catalyst class is: 4. (7) Reactant: [H-].[Na+].[F:3][C:4]1[CH:9]=[CH:8][CH:7]=[C:6]([N+:10]([O-:12])=[O:11])[C:5]=1[CH2:13][C:14]([O:16][CH3:17])=[O:15].Br[CH2:19][CH2:20][CH2:21]Br.[Cl-].[NH4+]. Product: [F:3][C:4]1[CH:9]=[CH:8][CH:7]=[C:6]([N+:10]([O-:12])=[O:11])[C:5]=1[C:13]1([C:14]([O:16][CH3:17])=[O:15])[CH2:21][CH2:20][CH2:19]1. The catalyst class is: 3.